Predict the reaction yield, written as a fraction of the theoretical maximum amount of product (1.0 means a 100% yield; for example, 0.34 means a 34% yield). From a dataset of Reaction yield outcomes from USPTO patents with 853,638 reactions. (1) The reactants are [C:1]1([CH3:15])[CH:6]=[CH:5][CH:4]=[CH:3][C:2]=1[C:7]1[N:12]=[CH:11][C:10]([CH2:13]O)=[CH:9][CH:8]=1.[BrH:16]. No catalyst specified. The product is [BrH:16].[Br:16][CH2:13][C:10]1[CH:9]=[CH:8][C:7]([C:2]2[CH:3]=[CH:4][CH:5]=[CH:6][C:1]=2[CH3:15])=[N:12][CH:11]=1. The yield is 0.950. (2) The reactants are [N:1]1[S:2][N:3]=[C:4]2[CH:9]=[C:8]([C:10]3[CH:11]=[C:12]([CH:22]([CH2:28][CH:29]([CH3:31])[CH3:30])[C:23]([O:25]CC)=[O:24])[CH:13]=[C:14]([Cl:21])[C:15]=3[O:16][CH2:17][CH:18]3[CH2:20][CH2:19]3)[CH:7]=[CH:6][C:5]=12.CO.O.O[Li].O. The catalyst is C1COCC1. The product is [N:1]1[S:2][N:3]=[C:4]2[CH:9]=[C:8]([C:10]3[CH:11]=[C:12]([CH:22]([CH2:28][CH:29]([CH3:31])[CH3:30])[C:23]([OH:25])=[O:24])[CH:13]=[C:14]([Cl:21])[C:15]=3[O:16][CH2:17][CH:18]3[CH2:20][CH2:19]3)[CH:7]=[CH:6][C:5]=12. The yield is 0.500.